From a dataset of Reaction yield outcomes from USPTO patents with 853,638 reactions. Predict the reaction yield, written as a fraction of the theoretical maximum amount of product (1.0 means a 100% yield; for example, 0.34 means a 34% yield). (1) The reactants are Br[C:2]1[CH:7]=[CH:6][CH:5]=[CH:4][C:3]=1[O:8][C:9]([F:12])([F:11])[F:10].B(O)(O)[C:14]1[CH:19]=[CH:18][N:17]=[CH:16][CH:15]=1.C([O-])([O-])=O.[Na+].[Na+].C(Cl)Cl.CO. The catalyst is COCCOC.C1C=CC([P]([Pd]([P](C2C=CC=CC=2)(C2C=CC=CC=2)C2C=CC=CC=2)([P](C2C=CC=CC=2)(C2C=CC=CC=2)C2C=CC=CC=2)[P](C2C=CC=CC=2)(C2C=CC=CC=2)C2C=CC=CC=2)(C2C=CC=CC=2)C2C=CC=CC=2)=CC=1. The product is [F:10][C:9]([F:12])([F:11])[O:8][C:3]1[CH:4]=[CH:5][CH:6]=[CH:7][C:2]=1[C:14]1[CH:19]=[CH:18][N:17]=[CH:16][CH:15]=1. The yield is 0.510. (2) The reactants are Cl[C:2]1[N:7]=[C:6](Cl)[C:5]([F:9])=[CH:4][N:3]=1.[N+:10]([C:13]1[CH:14]=[C:15]([CH:17]=[CH:18][CH:19]=1)[NH2:16])([O-:12])=[O:11]. The catalyst is CO.O. The product is [N+:10]([C:13]1[CH:14]=[C:15]([NH:16][C:2]2[N:7]=[C:6]([NH:16][C:15]3[CH:17]=[CH:18][CH:19]=[C:13]([N+:10]([O-:12])=[O:11])[CH:14]=3)[C:5]([F:9])=[CH:4][N:3]=2)[CH:17]=[CH:18][CH:19]=1)([O-:12])=[O:11]. The yield is 0.760.